This data is from CYP3A4 inhibition data for predicting drug metabolism from PubChem BioAssay. The task is: Regression/Classification. Given a drug SMILES string, predict its absorption, distribution, metabolism, or excretion properties. Task type varies by dataset: regression for continuous measurements (e.g., permeability, clearance, half-life) or binary classification for categorical outcomes (e.g., BBB penetration, CYP inhibition). Dataset: cyp3a4_veith. (1) The compound is CN(C)CCSCCO. The result is 0 (non-inhibitor). (2) The molecule is CO[C@H]1COC(=O)CCC[C@H](C)[C@@H](OC)COC(=O)C/C=C\[C@@H]1C. The result is 0 (non-inhibitor). (3) The drug is NNc1nc(-c2ccccc2)cc(-c2ccccc2O)n1. The result is 1 (inhibitor).